From a dataset of NCI-60 drug combinations with 297,098 pairs across 59 cell lines. Regression. Given two drug SMILES strings and cell line genomic features, predict the synergy score measuring deviation from expected non-interaction effect. (1) Cell line: HT29. Drug 1: CCC1(CC2CC(C3=C(CCN(C2)C1)C4=CC=CC=C4N3)(C5=C(C=C6C(=C5)C78CCN9C7C(C=CC9)(C(C(C8N6C)(C(=O)OC)O)OC(=O)C)CC)OC)C(=O)OC)O.OS(=O)(=O)O. Synergy scores: CSS=-0.262, Synergy_ZIP=1.74, Synergy_Bliss=3.51, Synergy_Loewe=1.65, Synergy_HSA=-0.375. Drug 2: C(CN)CNCCSP(=O)(O)O. (2) Drug 1: CC1=C2C(C(=O)C3(C(CC4C(C3C(C(C2(C)C)(CC1OC(=O)C(C(C5=CC=CC=C5)NC(=O)OC(C)(C)C)O)O)OC(=O)C6=CC=CC=C6)(CO4)OC(=O)C)OC)C)OC. Drug 2: CC1=C(C=C(C=C1)C(=O)NC2=CC(=CC(=C2)C(F)(F)F)N3C=C(N=C3)C)NC4=NC=CC(=N4)C5=CN=CC=C5. Cell line: SK-MEL-28. Synergy scores: CSS=38.0, Synergy_ZIP=3.71, Synergy_Bliss=5.40, Synergy_Loewe=-12.5, Synergy_HSA=2.83. (3) Drug 1: CS(=O)(=O)C1=CC(=C(C=C1)C(=O)NC2=CC(=C(C=C2)Cl)C3=CC=CC=N3)Cl. Drug 2: CCCCCOC(=O)NC1=NC(=O)N(C=C1F)C2C(C(C(O2)C)O)O. Cell line: HCC-2998. Synergy scores: CSS=-2.73, Synergy_ZIP=-4.87, Synergy_Bliss=-11.4, Synergy_Loewe=-15.7, Synergy_HSA=-12.1. (4) Drug 1: CN(CC1=CN=C2C(=N1)C(=NC(=N2)N)N)C3=CC=C(C=C3)C(=O)NC(CCC(=O)O)C(=O)O. Drug 2: C1CCC(C(C1)N)N.C(=O)(C(=O)[O-])[O-].[Pt+4]. Cell line: HCT116. Synergy scores: CSS=69.0, Synergy_ZIP=0.379, Synergy_Bliss=-0.372, Synergy_Loewe=3.10, Synergy_HSA=5.49. (5) Drug 1: CS(=O)(=O)C1=CC(=C(C=C1)C(=O)NC2=CC(=C(C=C2)Cl)C3=CC=CC=N3)Cl. Synergy scores: CSS=37.4, Synergy_ZIP=1.58, Synergy_Bliss=0.0418, Synergy_Loewe=-6.33, Synergy_HSA=-0.940. Cell line: HOP-62. Drug 2: C1=CC(=CC=C1CCCC(=O)O)N(CCCl)CCCl. (6) Drug 1: C(=O)(N)NO. Drug 2: CNC(=O)C1=NC=CC(=C1)OC2=CC=C(C=C2)NC(=O)NC3=CC(=C(C=C3)Cl)C(F)(F)F. Cell line: OVCAR-4. Synergy scores: CSS=-2.88, Synergy_ZIP=2.73, Synergy_Bliss=1.96, Synergy_Loewe=0.810, Synergy_HSA=-1.37. (7) Drug 1: C#CCC(CC1=CN=C2C(=N1)C(=NC(=N2)N)N)C3=CC=C(C=C3)C(=O)NC(CCC(=O)O)C(=O)O. Drug 2: C1CC(=O)NC(=O)C1N2C(=O)C3=CC=CC=C3C2=O. Cell line: SN12C. Synergy scores: CSS=-6.71, Synergy_ZIP=2.86, Synergy_Bliss=-0.275, Synergy_Loewe=-4.81, Synergy_HSA=-4.82. (8) Drug 1: CC1=C2C(C(=O)C3(C(CC4C(C3C(C(C2(C)C)(CC1OC(=O)C(C(C5=CC=CC=C5)NC(=O)OC(C)(C)C)O)O)OC(=O)C6=CC=CC=C6)(CO4)OC(=O)C)OC)C)OC. Drug 2: C1CNP(=O)(OC1)N(CCCl)CCCl. Cell line: TK-10. Synergy scores: CSS=43.4, Synergy_ZIP=1.35, Synergy_Bliss=0.780, Synergy_Loewe=-16.7, Synergy_HSA=1.70. (9) Drug 1: C1CN1C2=NC(=NC(=N2)N3CC3)N4CC4. Synergy scores: CSS=30.3, Synergy_ZIP=-9.82, Synergy_Bliss=-1.66, Synergy_Loewe=-1.27, Synergy_HSA=-2.23. Cell line: M14. Drug 2: C#CCC(CC1=CN=C2C(=N1)C(=NC(=N2)N)N)C3=CC=C(C=C3)C(=O)NC(CCC(=O)O)C(=O)O. (10) Drug 1: CC1C(C(=O)NC(C(=O)N2CCCC2C(=O)N(CC(=O)N(C(C(=O)O1)C(C)C)C)C)C(C)C)NC(=O)C3=C4C(=C(C=C3)C)OC5=C(C(=O)C(=C(C5=N4)C(=O)NC6C(OC(=O)C(N(C(=O)CN(C(=O)C7CCCN7C(=O)C(NC6=O)C(C)C)C)C)C(C)C)C)N)C. Drug 2: C(CC(=O)O)C(=O)CN.Cl. Cell line: SW-620. Synergy scores: CSS=35.2, Synergy_ZIP=-2.83, Synergy_Bliss=-1.53, Synergy_Loewe=-82.1, Synergy_HSA=-3.12.